From a dataset of Peptide-MHC class II binding affinity with 134,281 pairs from IEDB. Regression. Given a peptide amino acid sequence and an MHC pseudo amino acid sequence, predict their binding affinity value. This is MHC class II binding data. (1) The peptide sequence is EPIAAYHFDLSGIAF. The MHC is HLA-DPA10103-DPB10401 with pseudo-sequence HLA-DPA10103-DPB10401. The binding affinity (normalized) is 0.278. (2) The binding affinity (normalized) is 0.764. The MHC is DRB1_1302 with pseudo-sequence DRB1_1302. The peptide sequence is KALWIIFSQNMNIKL. (3) The peptide sequence is PLYKLVHVFINTQYA. The MHC is DRB1_0101 with pseudo-sequence DRB1_0101. The binding affinity (normalized) is 0.593. (4) The binding affinity (normalized) is 0.218. The MHC is HLA-DQA10102-DQB10502 with pseudo-sequence HLA-DQA10102-DQB10502. The peptide sequence is IFSQNMNIKLQMPLY. (5) The binding affinity (normalized) is 0.390. The MHC is DRB1_0405 with pseudo-sequence DRB1_0405. The peptide sequence is EAAFNKAIKESTGGA.